From a dataset of Reaction yield outcomes from USPTO patents with 853,638 reactions. Predict the reaction yield, written as a fraction of the theoretical maximum amount of product (1.0 means a 100% yield; for example, 0.34 means a 34% yield). (1) The reactants are [N:1]1C=CC=CC=1.[Cl:7][C:8](Cl)([O:10]C(=O)OC(Cl)(Cl)Cl)Cl.[CH3:19][C@H:20]1[CH2:25][O:24][CH2:23][CH2:22][NH:21]1. The catalyst is C(Cl)Cl. The product is [CH3:19][C@H:20]1[CH2:25][O:24][CH2:23][CH2:22][NH:21]1.[C:8]([Cl:7])(=[O:10])[NH2:1]. The yield is 0.770. (2) The reactants are [C:1]([OH:10])(=[O:9])[C@H:2]([C@@H:4]([C:6]([OH:8])=O)[OH:5])[OH:3].[C:11](Cl)(=[O:15])[CH:12]([CH3:14])[CH3:13]. The catalyst is C1(C)C=CC=CC=1.CCOCC.CCCCCC. The product is [O:10]=[C:1]1[C@@H:2]([O:3][C:11](=[O:15])[CH:12]([CH3:14])[CH3:13])[C@H:4]([O:5][C:11](=[O:15])[CH:12]([CH3:14])[CH3:13])[C:6](=[O:8])[O:9]1. The yield is 0.710.